Task: Predict the reaction yield, written as a fraction of the theoretical maximum amount of product (1.0 means a 100% yield; for example, 0.34 means a 34% yield).. Dataset: Reaction yield outcomes from USPTO patents with 853,638 reactions (1) The reactants are [O:1]=[C:2]1[C:10]2([CH2:15][CH2:14][CH2:13][CH2:12][CH2:11]2)[C:9]2[C:4](=[CH:5][CH:6]=[C:7]([C:16]3[CH:17]=[C:18]([CH:21]=[C:22]([F:24])[CH:23]=3)[C:19]#[N:20])[CH:8]=2)[NH:3]1.C([O-])(=O)C.[K+].[Br:30]Br. The catalyst is C(O)(=O)C. The product is [Br:30][C:5]1[CH:6]=[C:7]([C:16]2[CH:17]=[C:18]([CH:21]=[C:22]([F:24])[CH:23]=2)[C:19]#[N:20])[CH:8]=[C:9]2[C:4]=1[NH:3][C:2](=[O:1])[C:10]12[CH2:11][CH2:12][CH2:13][CH2:14][CH2:15]1. The yield is 0.430. (2) The reactants are [Br:1][C:2]1[CH:3]=[C:4]([NH2:9])[C:5]([NH2:8])=[CH:6][CH:7]=1.[C:10](O[C:10]([O:12][C:13]([CH3:16])([CH3:15])[CH3:14])=[O:11])([O:12][C:13]([CH3:16])([CH3:15])[CH3:14])=[O:11].[OH-:25].[Na+]. The catalyst is ClCCl. The product is [C:13]([O:12][C:10](=[O:11])[NH:9][C:4]1[CH:3]=[C:2]([Br:1])[CH:7]=[CH:6][C:5]=1[NH:8][C:10]([O:12][C:13]([CH3:16])([CH3:15])[CH3:14])=[O:25])([CH3:16])([CH3:15])[CH3:14]. The yield is 1.00. (3) The reactants are [CH3:1][N:2]([CH:10]1[CH2:15][CH2:14][N:13]([C:16]2[N:21]=[CH:20][C:19](B3OC(C)(C)C(C)(C)O3)=[CH:18][N:17]=2)[CH2:12][CH2:11]1)[C:3](=[O:9])[O:4][C:5]([CH3:8])([CH3:7])[CH3:6].Br[C:32]1[CH:37]=[CH:36][C:35]([N:38]2[C:42](=[O:43])[N:41]([CH2:44][CH2:45][CH3:46])[N:40]=[CH:39]2)=[C:34]([F:47])[CH:33]=1.C(=O)([O-])[O-].[Na+].[Na+]. The catalyst is CN(C)C=O.C1C=CC([P]([Pd]([P](C2C=CC=CC=2)(C2C=CC=CC=2)C2C=CC=CC=2)([P](C2C=CC=CC=2)(C2C=CC=CC=2)C2C=CC=CC=2)[P](C2C=CC=CC=2)(C2C=CC=CC=2)C2C=CC=CC=2)(C2C=CC=CC=2)C2C=CC=CC=2)=CC=1. The product is [F:47][C:34]1[CH:33]=[C:32]([C:19]2[CH:18]=[N:17][C:16]([N:13]3[CH2:14][CH2:15][CH:10]([N:2]([CH3:1])[C:3](=[O:9])[O:4][C:5]([CH3:7])([CH3:8])[CH3:6])[CH2:11][CH2:12]3)=[N:21][CH:20]=2)[CH:37]=[CH:36][C:35]=1[N:38]1[C:42](=[O:43])[N:41]([CH2:44][CH2:45][CH3:46])[N:40]=[CH:39]1. The yield is 0.280. (4) The reactants are [CH3:1][C:2]1[CH:11]=[CH:10][C:9]2[C:4](=[CH:5][CH:6]=[CH:7][C:8]=2[N:12]2[CH2:17][CH2:16][NH:15][CH2:14][CH2:13]2)[N:3]=1.Br[CH2:19][CH2:20][O:21][C:22]1[CH:23]=[CH:24][C:25]2[O:30][CH2:29][C:28](=[O:31])[NH:27][C:26]=2[CH:32]=1. No catalyst specified. The product is [CH3:1][C:2]1[CH:11]=[CH:10][C:9]2[C:4](=[CH:5][CH:6]=[CH:7][C:8]=2[N:12]2[CH2:17][CH2:16][N:15]([CH2:19][CH2:20][O:21][C:22]3[CH:23]=[CH:24][C:25]4[O:30][CH2:29][C:28](=[O:31])[NH:27][C:26]=4[CH:32]=3)[CH2:14][CH2:13]2)[N:3]=1. The yield is 0.680. (5) The reactants are [CH3:1][N:2]([CH3:28])[S:3](=[O:27])(=[O:26])[O:4][C:5]1[CH:10]=[CH:9][CH:8]=[C:7]([C:11]2([C:19]3[CH:24]=[CH:23][CH:22]=[C:21]([Br:25])[CH:20]=3)[C:15](=[O:16])[N:14]([CH3:17])[C:13](=S)[NH:12]2)[CH:6]=1.[NH3:29].C(OO)(C)(C)C. No catalyst specified. The product is [CH3:1][N:2]([CH3:28])[S:3](=[O:27])(=[O:26])[O:4][C:5]1[CH:10]=[CH:9][CH:8]=[C:7]([C:11]2([C:19]3[CH:24]=[CH:23][CH:22]=[C:21]([Br:25])[CH:20]=3)[C:15](=[O:16])[N:14]([CH3:17])[C:13]([NH2:29])=[N:12]2)[CH:6]=1. The yield is 0.930. (6) The reactants are [CH3:1][NH:2][C:3]([C:5]1[C:10](=[O:11])[N:9]([C:12]2[CH:17]=[CH:16][CH:15]=[C:14]([C:18]([F:21])([F:20])[F:19])[CH:13]=2)[C:8]([CH3:22])=[CH:7][N:6]=1)=[O:4].[Br:23]N1C(=O)CCC1=O.O. The catalyst is CN(C=O)C. The product is [Br:23][C:7]1[N:6]=[C:5]([C:3]([NH:2][CH3:1])=[O:4])[C:10](=[O:11])[N:9]([C:12]2[CH:17]=[CH:16][CH:15]=[C:14]([C:18]([F:21])([F:19])[F:20])[CH:13]=2)[C:8]=1[CH3:22]. The yield is 0.800. (7) The reactants are [F:1][C:2]1[C:3]([F:13])=[C:4]([F:12])[C:5]2[S:9][C:8]([NH2:10])=[N:7][C:6]=2[CH:11]=1.[Cl:14][C:15]1[CH:16]=[C:17]([CH:21]=[C:22]([Cl:24])[CH:23]=1)[C:18](Cl)=[O:19].Br[CH:26]([CH2:31][CH3:32])[C:27]([O:29]C)=[O:28].COC1C=CC2N=C(N)SC=2C=1.ClC1C=C(C=CC=1)C(Cl)=O.BrCC(OCC)=O. No catalyst specified. The product is [Cl:14][C:15]1[CH:16]=[C:17]([CH:21]=[C:22]([Cl:24])[CH:23]=1)[C:18]([N:10]=[C:8]1[N:7]([CH:26]([CH2:31][CH3:32])[C:27]([OH:29])=[O:28])[C:6]2[CH:11]=[C:2]([F:1])[C:3]([F:13])=[C:4]([F:12])[C:5]=2[S:9]1)=[O:19]. The yield is 0.0900. (8) The reactants are [Cl:1][C:2]1[CH:10]=[CH:9][C:8]([OH:11])=[CH:7][C:3]=1[C:4]([NH2:6])=[O:5].CS(O[CH:17]1[CH2:20][N:19]([C:21]([O:23][C:24]([CH3:27])([CH3:26])[CH3:25])=[O:22])[CH2:18]1)(=O)=O.C(=O)([O-])[O-].[Cs+].[Cs+]. The catalyst is C(#N)C.CC(N(C)C)=O. The product is [C:4]([C:3]1[CH:7]=[C:8]([CH:9]=[CH:10][C:2]=1[Cl:1])[O:11][CH:17]1[CH2:18][N:19]([C:21]([O:23][C:24]([CH3:27])([CH3:26])[CH3:25])=[O:22])[CH2:20]1)(=[O:5])[NH2:6]. The yield is 0.0970. (9) The reactants are Cl.[Cl:2][C:3]1[C:4]([F:29])=[C:5]([CH:26]=[CH:27][CH:28]=1)[NH:6][C:7]1[C:16]2[C:11](=[CH:12][C:13]([O:24][CH3:25])=[C:14]([O:17][CH2:18][CH:19]3[CH2:23][CH2:22][NH:21][CH2:20]3)[CH:15]=2)[N:10]=[CH:9][N:8]=1.[CH3:30][S:31](Cl)(=[O:33])=[O:32]. No catalyst specified. The product is [Cl:2][C:3]1[C:4]([F:29])=[C:5]([CH:26]=[CH:27][CH:28]=1)[NH:6][C:7]1[C:16]2[C:11](=[CH:12][C:13]([O:24][CH3:25])=[C:14]([O:17][CH2:18][CH:19]3[CH2:23][CH2:22][N:21]([S:31]([CH3:30])(=[O:33])=[O:32])[CH2:20]3)[CH:15]=2)[N:10]=[CH:9][N:8]=1. The yield is 0.670.